Dataset: Reaction yield outcomes from USPTO patents with 853,638 reactions. Task: Predict the reaction yield, written as a fraction of the theoretical maximum amount of product (1.0 means a 100% yield; for example, 0.34 means a 34% yield). (1) The reactants are [C:1]([C:5]1[NH:6][C:7]([C:25]2[CH:30]=[CH:29][C:28]([F:31])=[CH:27][C:26]=2[F:32])=[C:8]([C:10]2[N:15]=[C:14]3[N:16]([CH2:20][C:21]([CH3:24])([CH3:23])[CH3:22])[C:17]([NH2:19])=[N:18][C:13]3=[CH:12][CH:11]=2)[N:9]=1)([CH3:4])([CH3:3])[CH3:2].[CH3:33][S:34]([OH:37])(=[O:36])=[O:35]. The catalyst is CO. The product is [CH3:33][S:34]([OH:37])(=[O:36])=[O:35].[C:1]([C:5]1[NH:6][C:7]([C:25]2[CH:30]=[CH:29][C:28]([F:31])=[CH:27][C:26]=2[F:32])=[C:8]([C:10]2[N:15]=[C:14]3[N:16]([CH2:20][C:21]([CH3:24])([CH3:23])[CH3:22])[C:17]([NH2:19])=[N:18][C:13]3=[CH:12][CH:11]=2)[N:9]=1)([CH3:2])([CH3:3])[CH3:4]. The yield is 0.760. (2) The reactants are [C:1]1([C:17]2[CH:22]=[CH:21][CH:20]=[CH:19][CH:18]=2)[CH:6]=[CH:5][C:4]([CH:7]([NH:15][CH3:16])[CH2:8][N:9]2[CH2:14][CH2:13][O:12][CH2:11][CH2:10]2)=[CH:3][CH:2]=1.[CH2:23]([O:25][C:26]([C:28]1[CH:29]=[CH:30][C:31]2[O:36][CH2:35][C:34](=[O:37])[N:33]([CH2:38][C:39]([OH:41])=O)[C:32]=2[CH:42]=1)=[O:27])[CH3:24].C(N(CC)CC)C.F[P-](F)(F)(F)(F)F.N1(O[P+](N(C)C)(N(C)C)N(C)C)C2C=CC=CC=2N=N1.FC(F)(F)C(O)=O. The catalyst is C(Cl)Cl.CC#N.O. The product is [C:1]1([C:17]2[CH:22]=[CH:21][CH:20]=[CH:19][CH:18]=2)[CH:2]=[CH:3][C:4]([CH:7]([N:15]([CH3:16])[C:39](=[O:41])[CH2:38][N:33]2[C:32]3[CH:42]=[C:28]([C:26]([O:25][CH2:23][CH3:24])=[O:27])[CH:29]=[CH:30][C:31]=3[O:36][CH2:35][C:34]2=[O:37])[CH2:8][N:9]2[CH2:10][CH2:11][O:12][CH2:13][CH2:14]2)=[CH:5][CH:6]=1. The yield is 0.430. (3) The reactants are [CH3:1][N:2]([CH2:4][C:5]1[C:13]2[C:8](=[N:9][CH:10]=[C:11]([C:14]#[N:15])[CH:12]=2)[NH:7][CH:6]=1)[CH3:3].[C:16]([O:20][C:21](O[C:21]([O:20][C:16]([CH3:19])([CH3:18])[CH3:17])=[O:22])=[O:22])([CH3:19])([CH3:18])[CH3:17].C(N(CC)CC)C. The catalyst is O1CCCC1.CN(C)C1C=CN=CC=1. The product is [C:16]([O:20][C:21]([N:7]1[C:8]2=[N:9][CH:10]=[C:11]([C:14]#[N:15])[CH:12]=[C:13]2[C:5]([CH2:4][N:2]([CH3:1])[CH3:3])=[CH:6]1)=[O:22])([CH3:19])([CH3:18])[CH3:17]. The yield is 0.830. (4) The catalyst is O1CCCC1. The yield is 0.670. The product is [OH:14][CH:11]1[C:6]2=[C:5]3[C:10](=[CH:9][CH:8]=[CH:7]2)[C:1](=[O:16])[NH:2][C:3](=[O:15])[N:4]3[CH2:13][CH2:12]1. The reactants are [C:1]1(=[O:16])[C:10]2[C:5]3=[C:6]([C:11](=[O:14])[CH2:12][CH2:13][N:4]3[C:3](=[O:15])[NH:2]1)[CH:7]=[CH:8][CH:9]=2.CO.[BH4-].[Na+]. (5) The reactants are [F:1][C:2]([F:26])([F:25])[C:3]1[C:8]2[CH2:9][O:10][C@@H:11]3[C@H:15]([C:7]=2[CH:6]=[C:5]([CH:23]=[CH2:24])[CH:4]=1)[CH2:14][N:13]([C:16]([O:18][C:19]([CH3:22])([CH3:21])[CH3:20])=[O:17])[CH2:12]3. The catalyst is CO.[Pd]. The product is [CH2:23]([C:5]1[CH:4]=[C:3]([C:2]([F:25])([F:26])[F:1])[C:8]2[CH2:9][O:10][C@@H:11]3[C@H:15]([C:7]=2[CH:6]=1)[CH2:14][N:13]([C:16]([O:18][C:19]([CH3:20])([CH3:22])[CH3:21])=[O:17])[CH2:12]3)[CH3:24]. The yield is 0.960. (6) The reactants are C[O:2][C:3]([C:5]1[CH:10]=[N:9][C:8]([NH:11][C:12](=[O:31])[C@@H:13]([C:20]2[CH:25]=[CH:24][C:23]([S:26]([CH3:29])(=[O:28])=[O:27])=[C:22]([Cl:30])[CH:21]=2)[CH2:14][CH:15]2[CH2:19][CH2:18][CH2:17][CH2:16]2)=[CH:7][N:6]=1)=O.[BH4-].[Na+]. The catalyst is CO. The product is [Cl:30][C:22]1[CH:21]=[C:20]([C@@H:13]([CH2:14][CH:15]2[CH2:16][CH2:17][CH2:18][CH2:19]2)[C:12]([NH:11][C:8]2[CH:7]=[N:6][C:5]([CH2:3][OH:2])=[CH:10][N:9]=2)=[O:31])[CH:25]=[CH:24][C:23]=1[S:26]([CH3:29])(=[O:27])=[O:28]. The yield is 0.590. (7) The reactants are [CH:1]([C:3]1[C:7]([C:8]([F:11])([F:10])[F:9])=[C:6]([C:12]([O:14][CH2:15][CH3:16])=[O:13])[N:5]([CH3:17])[N:4]=1)=[O:2].[CH:18]1([Mg]Br)[CH2:20][CH2:19]1.[Cl-].[NH4+]. The catalyst is O1CCCC1. The product is [CH:18]1([CH:1]([OH:2])[C:3]2[C:7]([C:8]([F:11])([F:10])[F:9])=[C:6]([C:12]([O:14][CH2:15][CH3:16])=[O:13])[N:5]([CH3:17])[N:4]=2)[CH2:20][CH2:19]1. The yield is 0.310. (8) The reactants are [Cl:1][C:2]1[N:7]=[CH:6][N:5]=[C:4]([NH2:8])[C:3]=1[NH2:9].[C:10]1([C:20](O)=O)[C:19]2[C:14](=[CH:15][CH:16]=[CH:17][CH:18]=2)[CH:13]=[CH:12][CH:11]=1.P(Cl)(Cl)(Cl)=O. No catalyst specified. The product is [Cl:1][C:2]1[N:7]=[CH:6][N:5]=[C:4]2[C:3]=1[N:9]=[C:20]([C:10]1[C:19]3[C:14](=[CH:15][CH:16]=[CH:17][CH:18]=3)[CH:13]=[CH:12][CH:11]=1)[NH:8]2. The yield is 0.800.